From a dataset of Peptide-MHC class I binding affinity with 185,985 pairs from IEDB/IMGT. Regression. Given a peptide amino acid sequence and an MHC pseudo amino acid sequence, predict their binding affinity value. This is MHC class I binding data. The peptide sequence is LLNKEMYLK. The MHC is HLA-A03:01 with pseudo-sequence HLA-A03:01. The binding affinity (normalized) is 0.781.